This data is from Forward reaction prediction with 1.9M reactions from USPTO patents (1976-2016). The task is: Predict the product of the given reaction. (1) Given the reactants [Cl-].[NH2:2][C:3]([NH2:5])=[NH2+:4].[OH-].[Na+].[C:8](O[C:8]([O:10][C:11]([CH3:14])([CH3:13])[CH3:12])=[O:9])([O:10][C:11]([CH3:14])([CH3:13])[CH3:12])=[O:9], predict the reaction product. The product is: [C:8]([NH:4][C:3]([NH2:5])=[NH:2])([O:10][C:11]([CH3:14])([CH3:13])[CH3:12])=[O:9]. (2) Given the reactants [OH:1][C@H:2]1[C@H:7]([O:8][C:9]2[CH:10]=[CH:11][CH:12]=[C:13]3[C:18]=2[N:17]=[C:16]([C:19]2[N:23]4[CH:24]=[CH:25][C:26]([O:28][CH2:29][CH2:30][O:31][CH3:32])=[CH:27][C:22]4=[N:21][CH:20]=2)[CH:15]=[CH:14]3)[CH2:6][CH2:5][N:4](C(OCC2C=CC3C(=CC=CC=3)C=2)=O)[CH2:3]1, predict the reaction product. The product is: [CH3:32][O:31][CH2:30][CH2:29][O:28][C:26]1[CH:25]=[CH:24][N:23]2[C:19]([C:16]3[CH:15]=[CH:14][C:13]4[C:18](=[C:9]([O:8][C@@H:7]5[CH2:6][CH2:5][NH:4][CH2:3][C@H:2]5[OH:1])[CH:10]=[CH:11][CH:12]=4)[N:17]=3)=[CH:20][N:21]=[C:22]2[CH:27]=1. (3) Given the reactants [C:1]([OH:7])([C:3]([F:6])([F:5])[F:4])=[O:2].[CH3:8][N:9]([CH3:26])[CH2:10][CH2:11][O:12][CH:13]1[CH2:18][CH2:17][N:16](C(OC(C)(C)C)=O)[CH2:15][CH2:14]1, predict the reaction product. The product is: [F:4][C:3]([F:6])([F:5])[C:1]([OH:7])=[O:2].[F:4][C:3]([F:6])([F:5])[C:1]([OH:7])=[O:2].[CH3:8][N:9]([CH3:26])[CH2:10][CH2:11][O:12][CH:13]1[CH2:18][CH2:17][NH:16][CH2:15][CH2:14]1. (4) Given the reactants CS(O[CH2:6][C@@H:7]1[O:11][C:10](=[O:12])[N:9]([C:13]2[CH:18]=[CH:17][C:16]([Cl:19])=[CH:15][CH:14]=2)[C@H:8]1[C:20]1[CH:25]=[CH:24][CH:23]=[C:22]([O:26][CH3:27])[CH:21]=1)(=O)=O.[NH:28]1[C:32]([C:33]([O:35][CH2:36][CH3:37])=[O:34])=[N:31][N:30]=[N:29]1.[Na], predict the reaction product. The product is: [Cl:19][C:16]1[CH:15]=[CH:14][C:13]([N:9]2[C@@H:8]([C:20]3[CH:25]=[CH:24][CH:23]=[C:22]([O:26][CH3:27])[CH:21]=3)[C@H:7]([CH2:6][N:29]3[N:30]=[N:31][C:32]([C:33]([O:35][CH2:36][CH3:37])=[O:34])=[N:28]3)[O:11][C:10]2=[O:12])=[CH:18][CH:17]=1.